Regression. Given two drug SMILES strings and cell line genomic features, predict the synergy score measuring deviation from expected non-interaction effect. From a dataset of NCI-60 drug combinations with 297,098 pairs across 59 cell lines. (1) Drug 1: CC1=C2C(C(=O)C3(C(CC4C(C3C(C(C2(C)C)(CC1OC(=O)C(C(C5=CC=CC=C5)NC(=O)C6=CC=CC=C6)O)O)OC(=O)C7=CC=CC=C7)(CO4)OC(=O)C)O)C)OC(=O)C. Drug 2: C1CNP(=O)(OC1)N(CCCl)CCCl. Cell line: RXF 393. Synergy scores: CSS=12.6, Synergy_ZIP=-1.60, Synergy_Bliss=2.24, Synergy_Loewe=-16.6, Synergy_HSA=0.243. (2) Drug 1: CC1=C(C(CCC1)(C)C)C=CC(=CC=CC(=CC(=O)O)C)C. Drug 2: CC(C)(C#N)C1=CC(=CC(=C1)CN2C=NC=N2)C(C)(C)C#N. Cell line: COLO 205. Synergy scores: CSS=4.20, Synergy_ZIP=3.52, Synergy_Bliss=-2.95, Synergy_Loewe=-2.05, Synergy_HSA=-4.81. (3) Drug 2: CN1C(=O)N2C=NC(=C2N=N1)C(=O)N. Drug 1: CC12CCC3C(C1CCC2NC(=O)OCC(F)(F)F)CCC4C3(C=CC(=O)N4C)C. Synergy scores: CSS=13.3, Synergy_ZIP=-1.32, Synergy_Bliss=2.34, Synergy_Loewe=1.02, Synergy_HSA=1.18. Cell line: UACC62. (4) Drug 1: C1=NC2=C(N=C(N=C2N1C3C(C(C(O3)CO)O)O)F)N. Drug 2: CCC1(C2=C(COC1=O)C(=O)N3CC4=CC5=C(C=CC(=C5CN(C)C)O)N=C4C3=C2)O.Cl. Cell line: MDA-MB-231. Synergy scores: CSS=25.6, Synergy_ZIP=-2.28, Synergy_Bliss=-1.23, Synergy_Loewe=5.15, Synergy_HSA=6.08. (5) Drug 1: CC1CCC2CC(C(=CC=CC=CC(CC(C(=O)C(C(C(=CC(C(=O)CC(OC(=O)C3CCCCN3C(=O)C(=O)C1(O2)O)C(C)CC4CCC(C(C4)OC)O)C)C)O)OC)C)C)C)OC. Drug 2: CC1CCCC2(C(O2)CC(NC(=O)CC(C(C(=O)C(C1O)C)(C)C)O)C(=CC3=CSC(=N3)C)C)C. Cell line: TK-10. Synergy scores: CSS=52.8, Synergy_ZIP=-1.77, Synergy_Bliss=0.117, Synergy_Loewe=4.46, Synergy_HSA=6.83.